Dataset: PAMPA (Parallel Artificial Membrane Permeability Assay) permeability data from NCATS. Task: Regression/Classification. Given a drug SMILES string, predict its absorption, distribution, metabolism, or excretion properties. Task type varies by dataset: regression for continuous measurements (e.g., permeability, clearance, half-life) or binary classification for categorical outcomes (e.g., BBB penetration, CYP inhibition). Dataset: pampa_ncats. (1) The drug is C1=CC(=C(C(=C1)Cl)O)CNC2=CC=C(C=C2)S(=O)(=O)NC3=NC=CS3. The result is 1 (high permeability). (2) The drug is CC1=CC=C(C=C1)S(=O)(=O)NC2=C(C=CN=C2)C(=O)NC3=CC=C(C=C3)C#N. The result is 1 (high permeability). (3) The compound is CC1=NSC(=C1C(=O)N(C)CCOC2=CC=CC=C2Cl)N. The result is 1 (high permeability). (4) The compound is CCN1CCN(CC1)C2=CC=C(C=C2)NC3=CC=C(N4C3=NC=N4)C5=CC=C(C=C5)C(=O)N. The result is 1 (high permeability). (5) The molecule is CN=C1CN=C(C2=C(N1)C=CC(=C2)Cl)C3=CC=CN3. The result is 1 (high permeability). (6) The compound is COC1=C(C=C2C(=C1)C(=NC=N2)NC3=CC=C(C=C3)OC4=CC=CC=C4)OC. The result is 1 (high permeability). (7) The compound is CC1C2CN3CCC4=C(C3CC2C(=CO1)C(=O)OC)NC5=CC(=C(C=C45)OC)OC. The result is 1 (high permeability). (8) The result is 1 (high permeability). The drug is COC1=CC=C(C=C1)N2C=NC3=C2C=CC(=C3)C(=O)N4CCCCC4. (9) The compound is CC(C)C1=CC=C(C=C1)OCC2=NC3=C(N2CC4=CC=CC=C4)C(=O)N(CCN3)CC5CCOCC5. The result is 1 (high permeability).